This data is from Forward reaction prediction with 1.9M reactions from USPTO patents (1976-2016). The task is: Predict the product of the given reaction. (1) Given the reactants [NH2:1][C:2]1[CH:3]=[C:4]2[C:9](=[CH:10][CH:11]=1)[N:8]=[CH:7][C:6]([C:12]#[N:13])=[C:5]2[NH:14][C:15]1[CH:20]=[CH:19][C:18]([F:21])=[C:17]([Cl:22])[CH:16]=1.S([O-])(=O)(=O)[CH3:24].C([N:30]([CH2:33]C)[CH2:31][CH3:32])C.[C:35](#[N:37])C, predict the reaction product. The product is: [NH:30]1[C:31]([CH:32]([NH:1][C:2]2[CH:3]=[C:4]3[C:9](=[CH:10][CH:11]=2)[N:8]=[CH:7][C:6]([C:12]#[N:13])=[C:5]3[NH:14][C:15]2[CH:20]=[CH:19][C:18]([F:21])=[C:17]([Cl:22])[CH:16]=2)[CH3:24])=[CH:35][N:37]=[CH:33]1. (2) Given the reactants [C:1]([C:3]1[CH:4]=[C:5]([C:16]2[CH:21]=[CH:20][N:19]=[C:18]3[N:22](S(C4C=CC=CC=4)(=O)=O)[C:23]([C:25]4[CH2:30][CH2:29][N:28]([C:31]([O:33][C:34]([CH3:37])([CH3:36])[CH3:35])=[O:32])[CH2:27][CH:26]=4)=[CH:24][C:17]=23)[CH:6]=[CH:7][C:8]=1[O:9][CH:10]1[CH2:15][CH2:14][O:13][CH2:12][CH2:11]1)#[N:2].[OH-].[Na+].CCO, predict the reaction product. The product is: [C:1]([C:3]1[CH:4]=[C:5]([C:16]2[CH:21]=[CH:20][N:19]=[C:18]3[NH:22][C:23]([C:25]4[CH2:30][CH2:29][N:28]([C:31]([O:33][C:34]([CH3:37])([CH3:36])[CH3:35])=[O:32])[CH2:27][CH:26]=4)=[CH:24][C:17]=23)[CH:6]=[CH:7][C:8]=1[O:9][CH:10]1[CH2:15][CH2:14][O:13][CH2:12][CH2:11]1)#[N:2]. (3) Given the reactants [Cl:1][C:2]1[CH:3]=[N:4][N:5]([C:7]2[CH:12]=[CH:11][N:10]=[CH:9][C:8]=2[N:13]2[CH2:18][CH2:17][CH:16]([C:19]([OH:21])=O)[CH2:15][CH2:14]2)[CH:6]=1.Cl.[O:23]1[CH2:27][CH2:26][C@@H:25]([NH2:28])[CH2:24]1.CN(C(ON1N=NC2C=CC=NC1=2)=[N+](C)C)C.F[P-](F)(F)(F)(F)F.C(N(CC)CC)C, predict the reaction product. The product is: [Cl:1][C:2]1[CH:3]=[N:4][N:5]([C:7]2[CH:12]=[CH:11][N:10]=[CH:9][C:8]=2[N:13]2[CH2:14][CH2:15][CH:16]([C:19]([NH:28][C@@H:25]3[CH2:26][CH2:27][O:23][CH2:24]3)=[O:21])[CH2:17][CH2:18]2)[CH:6]=1. (4) Given the reactants [C:1]1([CH:7]([CH3:22])[CH2:8][NH:9][C:10](=O)[C:11]2[CH:16]=[CH:15][C:14]([C:17]([F:20])([F:19])[F:18])=[CH:13][CH:12]=2)[CH:6]=[CH:5][CH:4]=[CH:3][CH:2]=1.O=P12OP3(OP(OP(O3)(O1)=O)(=O)O2)=O.[OH-].[Na+], predict the reaction product. The product is: [CH3:22][CH:7]1[C:1]2[C:6](=[CH:5][CH:4]=[CH:3][CH:2]=2)[C:10]([C:11]2[CH:16]=[CH:15][C:14]([C:17]([F:20])([F:19])[F:18])=[CH:13][CH:12]=2)=[N:9][CH2:8]1. (5) The product is: [Cl:1][C:2]1[CH:3]=[CH:4][C:5]2[O:9][C:8]([S:10][C:11]3[CH:12]=[CH:13][C:14](=[O:20])[NH:15][N:16]=3)=[C:7]([CH3:17])[C:6]=2[CH:18]=1. Given the reactants [Cl:1][C:2]1[CH:3]=[CH:4][C:5]2[O:9][C:8]([S:10][C:11]3[N:16]=[N:15][CH:14]=[CH:13][CH:12]=3)=[C:7]([CH3:17])[C:6]=2[CH:18]=1.Cl.[O:20]1CCOCC1, predict the reaction product.